Task: Regression. Given two drug SMILES strings and cell line genomic features, predict the synergy score measuring deviation from expected non-interaction effect.. Dataset: NCI-60 drug combinations with 297,098 pairs across 59 cell lines Drug 1: CC1=CC=C(C=C1)C2=CC(=NN2C3=CC=C(C=C3)S(=O)(=O)N)C(F)(F)F. Drug 2: CN(CCCl)CCCl.Cl. Cell line: LOX IMVI. Synergy scores: CSS=24.1, Synergy_ZIP=-7.53, Synergy_Bliss=-0.971, Synergy_Loewe=-12.5, Synergy_HSA=-3.46.